From a dataset of Full USPTO retrosynthesis dataset with 1.9M reactions from patents (1976-2016). Predict the reactants needed to synthesize the given product. Given the product [C:1]([C:5]1[CH:6]=[C:7]2[C:12](=[C:13]([F:15])[CH:14]=1)[C:11](=[O:16])[N:10]([C:17]1[C:18]([CH2:38][OH:39])=[C:19]([N:23]3[C:27]4=[N:28][C:29]([CH2:32][N:33]([CH3:35])[CH3:34])=[CH:30][CH:31]=[C:26]4[C:25]([C:36]([NH2:37])=[O:42])=[CH:24]3)[CH:20]=[CH:21][CH:22]=1)[N:9]=[CH:8]2)([CH3:4])([CH3:2])[CH3:3], predict the reactants needed to synthesize it. The reactants are: [C:1]([C:5]1[CH:6]=[C:7]2[C:12](=[C:13]([F:15])[CH:14]=1)[C:11](=[O:16])[N:10]([C:17]1[C:18]([CH2:38][OH:39])=[C:19]([N:23]3[C:27]4=[N:28][C:29]([CH2:32][N:33]([CH3:35])[CH3:34])=[CH:30][CH:31]=[C:26]4[C:25]([C:36]#[N:37])=[CH:24]3)[CH:20]=[CH:21][CH:22]=1)[N:9]=[CH:8]2)([CH3:4])([CH3:3])[CH3:2].C([OH:42])C.